Task: Regression. Given a peptide amino acid sequence and an MHC pseudo amino acid sequence, predict their binding affinity value. This is MHC class II binding data.. Dataset: Peptide-MHC class II binding affinity with 134,281 pairs from IEDB (1) The peptide sequence is DCISIGPGSTGLNIT. The MHC is HLA-DPA10103-DPB10301 with pseudo-sequence HLA-DPA10103-DPB10301. The binding affinity (normalized) is 0.0587. (2) The peptide sequence is YQGVQQKWDATATEL. The MHC is DRB4_0101 with pseudo-sequence DRB4_0103. The binding affinity (normalized) is 0.137.